Dataset: Reaction yield outcomes from USPTO patents with 853,638 reactions. Task: Predict the reaction yield, written as a fraction of the theoretical maximum amount of product (1.0 means a 100% yield; for example, 0.34 means a 34% yield). (1) The reactants are Cl/[C:2](/[C:5]([O:7][CH2:8][CH3:9])=[O:6])=[CH:3]/[O-].[K+].S(=O)(=O)(O)O.O.[CH:17]([N:20]1[CH2:25][CH2:24][N:23]([CH2:26][CH2:27][O:28][C:29]2[CH:34]=[CH:33][N:32]=[C:31]([NH2:35])[CH:30]=2)[CH2:22][CH2:21]1)([CH3:19])[CH3:18]. The catalyst is CCOCC. The product is [CH:17]([N:20]1[CH2:21][CH2:22][N:23]([CH2:26][CH2:27][O:28][C:29]2[CH:34]=[CH:33][N:32]3[C:2]([C:5]([O:7][CH2:8][CH3:9])=[O:6])=[CH:3][N:35]=[C:31]3[CH:30]=2)[CH2:24][CH2:25]1)([CH3:19])[CH3:18]. The yield is 0.590. (2) The reactants are Cl[CH2:2][C:3]1[N:12]([C:13]2[CH:18]=[CH:17][CH:16]=[CH:15][C:14]=2[Cl:19])[C:11](=[O:20])[C:10]2[C:5](=[CH:6][C:7]([F:22])=[C:8]([F:21])[CH:9]=2)[N:4]=1.O.[SH:24][C:25]1[N:33]=[CH:32][N:31]=[C:30]2[C:26]=1[NH:27][CH:28]=[N:29]2.C([O-])([O-])=O.[K+].[K+]. The catalyst is CN(C=O)C. The product is [Cl:19][C:14]1[CH:15]=[CH:16][CH:17]=[CH:18][C:13]=1[N:12]1[C:11](=[O:20])[C:10]2[C:5](=[CH:6][C:7]([F:22])=[C:8]([F:21])[CH:9]=2)[N:4]=[C:3]1[CH2:2][S:24][C:25]1[N:33]=[CH:32][N:31]=[C:30]2[C:26]=1[N:27]=[CH:28][NH:29]2. The yield is 0.530. (3) The reactants are Br[C:2]1[CH:8]=[C:7]([N+:9]([O-:11])=[O:10])[C:6]([F:12])=[CH:5][C:3]=1[NH2:4].[CH3:13][C:14]([CH3:18])([CH3:17])[C:15]#[CH:16].CCN(CC)CC. The catalyst is C1(C)C=CC=CC=1.O.[Cu]I.Cl[Pd](Cl)([P](C1C=CC=CC=1)(C1C=CC=CC=1)C1C=CC=CC=1)[P](C1C=CC=CC=1)(C1C=CC=CC=1)C1C=CC=CC=1. The product is [CH3:13][C:14]([CH3:18])([CH3:17])[C:15]#[C:16][C:2]1[CH:8]=[C:7]([N+:9]([O-:11])=[O:10])[C:6]([F:12])=[CH:5][C:3]=1[NH2:4]. The yield is 0.460. (4) The reactants are [C:1]([C:3]1[CH:4]=[C:5](B(O)O)[CH:6]=[CH:7][CH:8]=1)#[N:2].[Br:12][C:13]1[CH:18]=[CH:17][CH:16]=[CH:15][C:14]=1Br.C1(C)C=CC=CC=1.C(O)C. The catalyst is C(OCC)C.O.C1C=CC([P]([Pd]([P](C2C=CC=CC=2)(C2C=CC=CC=2)C2C=CC=CC=2)([P](C2C=CC=CC=2)(C2C=CC=CC=2)C2C=CC=CC=2)[P](C2C=CC=CC=2)(C2C=CC=CC=2)C2C=CC=CC=2)(C2C=CC=CC=2)C2C=CC=CC=2)=CC=1. The product is [Br:12][C:13]1[CH:18]=[CH:17][CH:16]=[CH:15][C:14]=1[C:5]1[CH:6]=[CH:7][CH:8]=[C:3]([C:1]#[N:2])[CH:4]=1. The yield is 0.690. (5) The reactants are Cl[C:2]1[N:10]=[CH:9][CH:8]=[CH:7][C:3]=1[C:4](Cl)=[O:5].[CH2:11]([NH:13][CH2:14][CH3:15])[CH3:12].C(N(CC)CC)C.C(Cl)[Cl:24]. No catalyst specified. The product is [Cl:24][C:9]1[CH:8]=[CH:7][C:3]([C:4]([N:13]([CH2:14][CH3:15])[CH2:11][CH3:12])=[O:5])=[CH:2][N:10]=1. The yield is 0.950. (6) The product is [O:1]=[C:2]1[N:7]([CH2:8][C:9]([NH:24][C@H:22]([C:19]2[CH:20]=[CH:21][C:16]([CH3:25])=[CH:17][CH:18]=2)[CH3:23])=[O:11])[N:6]=[N:5][C:4]2[CH:12]=[CH:13][CH:14]=[CH:15][C:3]1=2. The yield is 0.880. No catalyst specified. The reactants are [O:1]=[C:2]1[N:7]([CH2:8][C:9]([OH:11])=O)[N:6]=[N:5][C:4]2[CH:12]=[CH:13][CH:14]=[CH:15][C:3]1=2.[C:16]1([CH3:25])[CH:21]=[CH:20][C:19]([C@@H:22]([NH2:24])[CH3:23])=[CH:18][CH:17]=1. (7) The reactants are COC1C=C(OC)C=CC=1C[N:6]1[C:11]([C:12]2[S:13][C:14]([N:17]([CH3:19])[CH3:18])=[CH:15][CH:16]=2)=[C:10]([CH2:20][CH3:21])[C:9]([OH:22])=[C:8]([C:23]([O:25][CH3:26])=[O:24])[C:7]1=[O:27].C1(OC)C=CC=CC=1.C(O)(C(F)(F)F)=O. The catalyst is C(Cl)Cl. The product is [CH3:19][N:17]([CH3:18])[C:14]1[S:13][C:12]([C:11]2[NH:6][C:7](=[O:27])[C:8]([C:23]([O:25][CH3:26])=[O:24])=[C:9]([OH:22])[C:10]=2[CH2:20][CH3:21])=[CH:16][CH:15]=1. The yield is 0.490. (8) The reactants are [Si]([O:8][CH:9]([CH2:28][C:29]1[CH:34]=[CH:33][CH:32]=[CH:31][CH:30]=1)[C:10]([NH:12][C:13]1[S:14][C:15]([C:18]2[CH:19]=[C:20]3[C:25](=[CH:26][CH:27]=2)[CH:24]=[N:23][CH:22]=[CH:21]3)=[N:16][N:17]=1)=O)(C(C)(C)C)(C)C.[H-].[Al+3].[Li+].[H-].[H-].[H-].[C@H](O)(C([O-])=O)[C@@H](O)C([O-])=O.[Na+].[K+]. The catalyst is C1COCC1.CCOCC. The product is [CH:24]1[C:25]2[C:20](=[CH:19][C:18]([C:15]3[S:14][C:13]([NH:12][CH2:10][CH:9]([OH:8])[CH2:28][C:29]4[CH:30]=[CH:31][CH:32]=[CH:33][CH:34]=4)=[N:17][N:16]=3)=[CH:27][CH:26]=2)[CH:21]=[CH:22][N:23]=1. The yield is 0.0200.